Dataset: Full USPTO retrosynthesis dataset with 1.9M reactions from patents (1976-2016). Task: Predict the reactants needed to synthesize the given product. (1) Given the product [OH:3][C:4]1[CH:13]=[C:12]([OH:14])[C:11]([C:19](=[O:24])[C:20]([CH3:21])=[CH:22][CH3:23])=[C:10]2[C:5]=1[C:6]([CH2:16][CH2:17][CH3:18])=[CH:7][C:8](=[O:15])[O:9]2, predict the reactants needed to synthesize it. The reactants are: [OH-].[Na+].[OH:3][C:4]1[CH:13]=[C:12]([OH:14])[CH:11]=[C:10]2[C:5]=1[C:6]([CH2:16][CH2:17][CH3:18])=[CH:7][C:8](=[O:15])[O:9]2.[C:19](Cl)(=[O:24])/[C:20](=[CH:22]/[CH3:23])/[CH3:21].[Cl-].[Al+3].[Cl-].[Cl-].OC1C=C(OC(=O)C(C)=CC)C=C2C=1C(CCC)=CC(=O)O2.Cl. (2) Given the product [Cl:15][C:16]1[CH:17]=[C:18]([CH3:27])[C:19]([O:25][CH3:26])=[C:20]([CH:24]=1)[CH2:21][N:22]([CH3:23])[C:12](=[O:14])[CH2:11][CH2:10][CH2:9][S:8][C:5]1[CH:4]=[CH:3][C:2]([F:1])=[CH:7][CH:6]=1, predict the reactants needed to synthesize it. The reactants are: [F:1][C:2]1[CH:7]=[CH:6][C:5]([S:8][CH2:9][CH2:10][CH2:11][C:12]([OH:14])=O)=[CH:4][CH:3]=1.[Cl:15][C:16]1[CH:17]=[C:18]([CH3:27])[C:19]([O:25][CH3:26])=[C:20]([CH:24]=1)[CH2:21][NH:22][CH3:23]. (3) Given the product [F:1][C:2]1[CH:3]=[C:4]([CH:14]([NH:23][S@@:21]([C:18]([CH3:20])([CH3:19])[CH3:17])=[O:22])[CH3:15])[CH:5]=[N:6][C:7]=1[O:8][CH2:9][C:10]([F:13])([F:12])[F:11], predict the reactants needed to synthesize it. The reactants are: [F:1][C:2]1[CH:3]=[C:4]([C:14](=O)[CH3:15])[CH:5]=[N:6][C:7]=1[O:8][CH2:9][C:10]([F:13])([F:12])[F:11].[CH3:17][C:18]([S@:21]([NH2:23])=[O:22])([CH3:20])[CH3:19]. (4) The reactants are: [C:1]([N:7]([O:19][CH2:20][C:21]1[CH:26]=[CH:25][CH:24]=[CH:23][CH:22]=1)[C:8]1[N:18]=[CH:17][CH:16]=[CH:15][C:9]=1[C:10](OCC)=[O:11])(=[O:6])[CH2:2][C:3]([CH3:5])=[O:4].CC(C)([O-])C.[K+].Cl. Given the product [C:3]([C:2]1[C:1](=[O:6])[N:7]([O:19][CH2:20][C:21]2[CH:22]=[CH:23][CH:24]=[CH:25][CH:26]=2)[C:8]2[C:9]([C:10]=1[OH:11])=[CH:15][CH:16]=[CH:17][N:18]=2)(=[O:4])[CH3:5], predict the reactants needed to synthesize it. (5) Given the product [CH3:1][O:2][C:3]1[CH:8]=[C:7]([O:9][CH3:10])[CH:6]=[CH:5][C:4]=1[N:11]1[CH2:12][CH2:13][N:14]([CH2:17][CH2:18][CH2:19][CH2:20][NH2:21])[CH2:15][CH2:16]1, predict the reactants needed to synthesize it. The reactants are: [CH3:1][O:2][C:3]1[CH:8]=[C:7]([O:9][CH3:10])[CH:6]=[CH:5][C:4]=1[N:11]1[CH2:16][CH2:15][N:14]([CH2:17][CH2:18][CH2:19][CH2:20][N:21]2C(=O)C3C(=CC=CC=3)C2=O)[CH2:13][CH2:12]1.O.NN. (6) Given the product [NH2:3][CH:12]1[CH2:17][CH2:16][CH:15]([S:18]([NH2:21])(=[O:19])=[O:20])[CH2:14][CH2:13]1, predict the reactants needed to synthesize it. The reactants are: O=C1C2C(=CC=CC=2)C(=O)[N:3]1[CH:12]1[CH2:17][CH2:16][CH:15]([S:18]([NH2:21])(=[O:20])=[O:19])[CH2:14][CH2:13]1.Cl. (7) The reactants are: [F:1][C:2](=[C:11]([F:13])[F:12])[CH2:3][CH2:4][S:5][C:6]1[O:7][CH:8]=[CH:9][N:10]=1.CN(C=O)C.S(Cl)([Cl:22])(=O)=O. Given the product [Cl:22][C:8]1[O:7][C:6]([S:5][CH2:4][CH2:3][C:2]([F:1])=[C:11]([F:12])[F:13])=[N:10][CH:9]=1, predict the reactants needed to synthesize it. (8) Given the product [C:55]1([CH2:54][C:53]([NH:52][C:49]2[N:50]=[CH:51][C:46]([NH:45][C:39]3[C:40]4[N:41]([N:42]=[CH:43][N:44]=4)[C:36]([C:68]4[CH:69]=[C:65]([C:63]([NH2:62])=[O:64])[S:66][CH:67]=4)=[CH:37][N:38]=3)=[CH:47][CH:48]=2)=[O:61])[CH:60]=[CH:59][CH:58]=[CH:57][CH:56]=1, predict the reactants needed to synthesize it. The reactants are: COC1C=C(NC2C3N(N=CN=3)C(C3C=NNC=3)=CN=2)C=CC=1C(NCC1C=NC(C)=CC=1)=O.Br[C:36]1[N:41]2[N:42]=[CH:43][N:44]=[C:40]2[C:39]([NH:45][C:46]2[CH:47]=[CH:48][C:49]([NH:52][C:53](=[O:61])[CH2:54][C:55]3[CH:60]=[CH:59][CH:58]=[CH:57][CH:56]=3)=[N:50][CH:51]=2)=[N:38][CH:37]=1.[NH2:62][C:63]([C:65]1[S:66][CH:67]=[C:68](B(O)O)[CH:69]=1)=[O:64]. (9) Given the product [Br:1][C:2]1[S:6][C:5]([C:7]([S:11][CH2:12][CH2:13][C:14]([O:16][CH3:17])=[O:15])([CH3:9])[CH3:8])=[N:4][CH:3]=1, predict the reactants needed to synthesize it. The reactants are: [Br:1][C:2]1[S:6][C:5]([C:7](O)([CH3:9])[CH3:8])=[N:4][CH:3]=1.[SH:11][CH2:12][CH2:13][C:14]([O:16][CH3:17])=[O:15].